Dataset: Catalyst prediction with 721,799 reactions and 888 catalyst types from USPTO. Task: Predict which catalyst facilitates the given reaction. Reactant: Cl.Cl.[NH:3]1[CH2:8][CH2:7][CH:6]([N:9]2[CH2:13][CH2:12][N:11]([CH2:14][CH2:15][CH2:16][N:17]3[CH2:22][CH2:21][CH2:20][CH2:19][CH2:18]3)[C:10]2=[C:23]([C:26]#[N:27])[C:24]#[N:25])[CH2:5][CH2:4]1.FC(F)(F)S(O[CH2:34][C:35]([F:38])([F:37])[F:36])(=O)=O.C(=O)([O-])[O-].[K+].[K+].O. Product: [N:17]1([CH2:16][CH2:15][CH2:14][N:11]2[CH2:12][CH2:13][N:9]([CH:6]3[CH2:7][CH2:8][N:3]([CH2:34][C:35]([F:38])([F:37])[F:36])[CH2:4][CH2:5]3)[C:10]2=[C:23]([C:24]#[N:25])[C:26]#[N:27])[CH2:22][CH2:21][CH2:20][CH2:19][CH2:18]1. The catalyst class is: 3.